Dataset: Peptide-MHC class II binding affinity with 134,281 pairs from IEDB. Task: Regression. Given a peptide amino acid sequence and an MHC pseudo amino acid sequence, predict their binding affinity value. This is MHC class II binding data. (1) The MHC is DRB1_0101 with pseudo-sequence DRB1_0101. The binding affinity (normalized) is 0.466. The peptide sequence is LKQFKQDAKYSHGID. (2) The peptide sequence is TLWQRPIVTIKIGGQLREAL. The MHC is DRB5_0101 with pseudo-sequence DRB5_0101. The binding affinity (normalized) is 0.295. (3) The peptide sequence is SQDHELSWNLNGLQAY. The MHC is HLA-DQA10301-DQB10302 with pseudo-sequence HLA-DQA10301-DQB10302. The binding affinity (normalized) is 0.382. (4) The peptide sequence is SASVLSFMDKGIPFM. The MHC is HLA-DQA10201-DQB10303 with pseudo-sequence HLA-DQA10201-DQB10303. The binding affinity (normalized) is 0.396. (5) The peptide sequence is DTFRKDFRVYSNFLR. The MHC is DRB1_0701 with pseudo-sequence DRB1_0701. The binding affinity (normalized) is 0.129.